From a dataset of Catalyst prediction with 721,799 reactions and 888 catalyst types from USPTO. Predict which catalyst facilitates the given reaction. (1) Reactant: [Cl:1][C:2]1[CH:3]=[CH:4][C:5]([N:32]2[CH:36]=[N:35][N:34]=[N:33]2)=[C:6]([C:8]2[CH:16]=[C:15]3[N:11]([C@H:12]([C:17]4[NH:18][C:19]([C:22]5[CH:27]=[CH:26][C:25]([S@:28]([CH3:30])=[O:29])=[CH:24][CH:23]=5)=[CH:20][N:21]=4)[CH2:13][CH2:14]3)[C:10](=[O:31])[CH:9]=2)[CH:7]=1.[O-2].[Mg+2].FC(F)(F)C([NH2:43])=O.C(OI(C1C=CC=CC=1)OC(=O)C)(=O)C. Product: [Cl:1][C:2]1[CH:3]=[CH:4][C:5]([N:32]2[CH:36]=[N:35][N:34]=[N:33]2)=[C:6]([C:8]2[CH:16]=[C:15]3[N:11]([C@H:12]([C:17]4[NH:18][C:19]([C:22]5[CH:23]=[CH:24][C:25]([S:28]([CH3:30])(=[NH:43])=[O:29])=[CH:26][CH:27]=5)=[CH:20][N:21]=4)[CH2:13][CH2:14]3)[C:10](=[O:31])[CH:9]=2)[CH:7]=1. The catalyst class is: 4. (2) Reactant: [N:1]1([C:6](=[O:34])[CH2:7][N:8]2[CH:12]=[C:11]([C:13]3[CH:14]=[N:15][C:16]([C:19]4[CH:24]=[CH:23][CH:22]=[C:21](B5OC(C)(C)C(C)(C)O5)[CH:20]=4)=[N:17][CH:18]=3)[CH:10]=[N:9]2)[CH2:5][CH2:4][CH2:3][CH2:2]1.Br[C:36]1[N:40]([CH3:41])[CH:39]=[N:38][CH:37]=1.C(=O)([O-])[O-].[K+].[K+].C1CCCCC1. Product: [CH3:41][N:40]1[C:36]([C:21]2[CH:20]=[C:19]([C:16]3[N:15]=[CH:14][C:13]([C:11]4[CH:10]=[N:9][N:8]([CH2:7][C:6]([N:1]5[CH2:5][CH2:4][CH2:3][CH2:2]5)=[O:34])[CH:12]=4)=[CH:18][N:17]=3)[CH:24]=[CH:23][CH:22]=2)=[CH:37][N:38]=[CH:39]1. The catalyst class is: 232. (3) Reactant: [CH2:1]([S:3]([C:6]1[CH:7]=[C:8]([C:20]#[N:21])[C:9]([C:12]2[CH:17]=[C:16]([OH:18])[CH:15]=[CH:14][C:13]=2[F:19])=[CH:10][CH:11]=1)(=[O:5])=[O:4])[CH3:2].[S:22](O[S:22]([C:25]([F:28])([F:27])[F:26])(=[O:24])=[O:23])([C:25]([F:28])([F:27])[F:26])(=[O:24])=[O:23]. Product: [F:26][C:25]([F:28])([F:27])[S:22]([O:18][C:16]1[CH:17]=[C:12]([C:9]2[CH:10]=[CH:11][C:6]([S:3]([CH2:1][CH3:2])(=[O:4])=[O:5])=[CH:7][C:8]=2[C:20]#[N:21])[C:13]([F:19])=[CH:14][CH:15]=1)(=[O:24])=[O:23]. The catalyst class is: 2.